Task: Predict the reactants needed to synthesize the given product.. Dataset: Full USPTO retrosynthesis dataset with 1.9M reactions from patents (1976-2016) Given the product [CH2:9]([S:11]([NH:1][CH2:2][C:3]1[CH:4]=[N:5][CH:6]=[CH:7][CH:8]=1)(=[O:13])=[O:12])[CH3:10], predict the reactants needed to synthesize it. The reactants are: [NH2:1][CH2:2][C:3]1[CH:4]=[N:5][CH:6]=[CH:7][CH:8]=1.[CH2:9]([S:11](Cl)(=[O:13])=[O:12])[CH3:10].C(OCC)C.